This data is from Reaction yield outcomes from USPTO patents with 853,638 reactions. The task is: Predict the reaction yield, written as a fraction of the theoretical maximum amount of product (1.0 means a 100% yield; for example, 0.34 means a 34% yield). (1) The reactants are [CH3:1][C:2]1[CH:3]=[CH:4][CH:5]=[C:6]2[C:11]=1[C:10](=[O:12])[N:9]([C:13]1[CH:18]=[CH:17][CH:16]=[CH:15][C:14]=1[CH3:19])[C:8]([CH2:20][N:21]([CH3:37])[C:22]1[N:30]=[CH:29][N:28]=[C:27]3[C:23]=1[N:24]=[CH:25][N:26]3C1CCCCO1)=[CH:7]2.C([O-])(O)=O.[Na+]. No catalyst specified. The product is [CH3:1][C:2]1[CH:3]=[CH:4][CH:5]=[C:6]2[C:11]=1[C:10](=[O:12])[N:9]([C:13]1[CH:18]=[CH:17][CH:16]=[CH:15][C:14]=1[CH3:19])[C:8]([CH2:20][N:21]([CH3:37])[C:22]1[N:30]=[CH:29][N:28]=[C:27]3[C:23]=1[N:24]=[CH:25][NH:26]3)=[CH:7]2. The yield is 0.540. (2) The reactants are [H-].[Na+].[CH3:3][CH:4]([SH:7])[CH2:5][CH3:6].Cl[C:9]1[C:14]([CH2:15][CH3:16])=[N:13][C:12]([C:17]2[CH:22]=[CH:21][C:20]([O:23][CH3:24])=[CH:19][C:18]=2[O:25][CH3:26])=[C:11]([CH2:27][CH3:28])[N:10]=1. The catalyst is C1COCC1. The product is [CH:4]([S:7][C:9]1[C:14]([CH2:15][CH3:16])=[N:13][C:12]([C:17]2[CH:22]=[CH:21][C:20]([O:23][CH3:24])=[CH:19][C:18]=2[O:25][CH3:26])=[C:11]([CH2:27][CH3:28])[N:10]=1)([CH2:5][CH3:6])[CH3:3]. The yield is 0.510. (3) The reactants are [OH-].[Na+].[OH:3][C:4]1[CH:16]=[CH:15][C:7]2[N:8]=[C:9]([S:11]([NH2:14])(=[O:13])=[O:12])[S:10][C:6]=2[CH:5]=1.[CH2:17](Br)[C:18]#[CH:19].Cl. The catalyst is CO.CN(C=O)C.O. The product is [CH2:19]([O:3][C:4]1[CH:16]=[CH:15][C:7]2[N:8]=[C:9]([S:11]([NH2:14])(=[O:13])=[O:12])[S:10][C:6]=2[CH:5]=1)[C:18]#[CH:17]. The yield is 0.290. (4) The reactants are [B:10]1([B:10]2[O:14][C:13]([CH3:16])([CH3:15])[C:12]([CH3:18])([CH3:17])[O:11]2)[O:14][C:13]([CH3:16])([CH3:15])[C:12]([CH3:18])([CH3:17])[O:11]1.[Br:19][C:20]1[CH:25]=[C:24]([O:26][CH3:27])[CH:23]=[CH:22][C:21]=1[CH3:28]. The catalyst is C(OCC)(=O)C.C[OH2+].C[OH2+].C1CC=CCCC=C1.C1CC=CCCC=C1.[Ir].[Ir]. The product is [Br:19][C:20]1[C:21]([CH3:28])=[CH:22][C:23]([B:10]2[O:11][C:12]([CH3:17])([CH3:18])[C:13]([CH3:15])([CH3:16])[O:14]2)=[C:24]([O:26][CH3:27])[CH:25]=1. The yield is 0.213. (5) The reactants are C([Li])(C)(C)C.[CH2:6]([O:13][C:14](=[O:46])[N:15]([C@@H:25]1[C:28](=[O:29])[N:27]([CH2:30][C:31]2[CH:36]=[CH:35][C:34]([O:37][CH3:38])=[CH:33][C:32]=2[O:39][CH3:40])[C@@H:26]1[CH2:41][CH:42]=[C:43](Br)Br)[CH2:16][C:17]1[CH:22]=[CH:21][C:20]([O:23][CH3:24])=[CH:19][CH:18]=1)[C:7]1[CH:12]=[CH:11][CH:10]=[CH:9][CH:8]=1. The catalyst is C1COCC1. The product is [CH2:6]([O:13][C:14](=[O:46])[N:15]([C@H:25]1[C@@H:26]([CH2:41][C:42]#[CH:43])[N:27]([CH2:30][C:31]2[CH:36]=[CH:35][C:34]([O:37][CH3:38])=[CH:33][C:32]=2[O:39][CH3:40])[C:28]1=[O:29])[CH2:16][C:17]1[CH:18]=[CH:19][C:20]([O:23][CH3:24])=[CH:21][CH:22]=1)[C:7]1[CH:12]=[CH:11][CH:10]=[CH:9][CH:8]=1. The yield is 0.790. (6) The reactants are C([Si]([O:8][CH2:9][C:10]1[CH:15]=[C:14]([O:16][CH2:17][CH3:18])[C:13]([F:19])=[C:12]([O:20][CH2:21][CH3:22])[CH:11]=1)(C)C)(C)(C)C. The catalyst is CO. The product is [CH2:21]([O:20][C:12]1[CH:11]=[C:10]([CH2:9][OH:8])[CH:15]=[C:14]([O:16][CH2:17][CH3:18])[C:13]=1[F:19])[CH3:22]. The yield is 1.00. (7) The catalyst is CN(C=O)C. The product is [C:63]1([C:61]([N:58]2[CH2:57][CH2:56][C:55]([CH:53]3[CH2:54][N:51]([C:10]([C:8]4[S:7][C:6]5[CH:13]=[CH:14][C:3]([C:2]([F:1])([F:16])[F:15])=[CH:4][C:5]=5[CH:9]=4)=[O:12])[CH2:52]3)([OH:69])[CH2:60][CH2:59]2)=[O:62])[CH:68]=[CH:67][CH:66]=[CH:65][CH:64]=1. The reactants are [F:1][C:2]([F:16])([F:15])[C:3]1[CH:14]=[CH:13][C:6]2[S:7][C:8]([C:10]([OH:12])=O)=[CH:9][C:5]=2[CH:4]=1.CCN(C(C)C)C(C)C.CN(C(ON1N=NC2C=CC=CC1=2)=[N+](C)C)C.F[P-](F)(F)(F)(F)F.Cl.[NH:51]1[CH2:54][CH:53]([C:55]2([OH:69])[CH2:60][CH2:59][N:58]([C:61]([C:63]3[CH:68]=[CH:67][CH:66]=[CH:65][CH:64]=3)=[O:62])[CH2:57][CH2:56]2)[CH2:52]1. The yield is 0.330. (8) The reactants are Cl[C:2]1[N:3]=[C:4]([NH:14][CH3:15])[C:5]2[S:10][CH:9]=[C:8]([CH:11]([CH3:13])[CH3:12])[C:6]=2[N:7]=1.[CH2:16]([NH2:19])[CH:17]=[CH2:18].C(=O)([O-])O.[Na+]. No catalyst specified. The product is [CH2:16]([NH:19][C:2]1[N:3]=[C:4]([NH:14][CH3:15])[C:5]2[S:10][CH:9]=[C:8]([CH:11]([CH3:13])[CH3:12])[C:6]=2[N:7]=1)[CH:17]=[CH2:18]. The yield is 0.911.